From a dataset of Peptide-MHC class II binding affinity with 134,281 pairs from IEDB. Regression. Given a peptide amino acid sequence and an MHC pseudo amino acid sequence, predict their binding affinity value. This is MHC class II binding data. The peptide sequence is DKRLAAYLMLMRSPS. The MHC is DRB1_0701 with pseudo-sequence DRB1_0701. The binding affinity (normalized) is 0.451.